Dataset: Catalyst prediction with 721,799 reactions and 888 catalyst types from USPTO. Task: Predict which catalyst facilitates the given reaction. Reactant: N#N.[N:3]([C@H:6]1[C@H:10]([OH:11])[CH2:9][N:8]([C:12]([O:14][C:15]([CH3:18])([CH3:17])[CH3:16])=[O:13])[CH2:7]1)=[N+:4]=[N-:5].[S:19](Cl)([C:22]1[CH:28]=[CH:27][C:25]([CH3:26])=[CH:24][CH:23]=1)(=[O:21])=[O:20]. Product: [N:3]([C@H:6]1[C@H:10]([O:11][S:19]([C:22]2[CH:28]=[CH:27][C:25]([CH3:26])=[CH:24][CH:23]=2)(=[O:21])=[O:20])[CH2:9][N:8]([C:12]([O:14][C:15]([CH3:18])([CH3:17])[CH3:16])=[O:13])[CH2:7]1)=[N+:4]=[N-:5]. The catalyst class is: 17.